Dataset: Full USPTO retrosynthesis dataset with 1.9M reactions from patents (1976-2016). Task: Predict the reactants needed to synthesize the given product. (1) Given the product [Cl:1][C:2]1[CH:21]=[CH:20][C:5]([NH:6][C:7]2[C:16]3[C:11](=[CH:12][C:13]([O:19][CH2:25][CH2:26][O:27][C:28]4[CH:33]=[CH:32][N:31]=[CH:30][CH:29]=4)=[C:14]([O:17][CH3:18])[CH:15]=3)[N:10]=[CH:9][N:8]=2)=[C:4]([F:22])[CH:3]=1, predict the reactants needed to synthesize it. The reactants are: [Cl:1][C:2]1[CH:21]=[CH:20][C:5]([NH:6][C:7]2[C:16]3[C:11](=[CH:12][C:13]([OH:19])=[C:14]([O:17][CH3:18])[CH:15]=3)[N:10]=[CH:9][N:8]=2)=[C:4]([F:22])[CH:3]=1.Cl.Cl[CH2:25][CH2:26][O:27][C:28]1[CH:33]=[CH:32][N:31]=[CH:30][CH:29]=1.C(=O)([O-])[O-].[K+].[K+]. (2) Given the product [CH3:19][CH:18]1[CH2:17][CH2:16][NH:15][CH2:14][CH:13]1[C:10]1[N:8]2[C:9]3[CH:1]=[CH:2][NH:3][C:4]=3[N:5]=[CH:6][C:7]2=[N:12][CH:11]=1, predict the reactants needed to synthesize it. The reactants are: [CH:1]1[C:9]2[N:8]3[C:10]([CH:13]4[CH:18]([CH3:19])[CH2:17][CH2:16][N:15](C(OCC5C=CC=CC=5)=O)[CH2:14]4)=[CH:11][N:12]=[C:7]3[CH:6]=[N:5][C:4]=2[NH:3][CH:2]=1.[H][H].